The task is: Predict the product of the given reaction.. This data is from Forward reaction prediction with 1.9M reactions from USPTO patents (1976-2016). (1) The product is: [N:1]1[C:10]2[C:5](=[CH:6][CH:7]=[CH:8][CH:9]=2)[N:4]=[CH:3][C:2]=1[CH:11]=[CH:12][C:13]([C:15]1[CH:23]=[CH:22][C:18]([C:19]([N:39]=[N+:40]=[N-:41])=[O:20])=[CH:17][CH:16]=1)=[O:14]. Given the reactants [N:1]1[C:10]2[C:5](=[CH:6][CH:7]=[CH:8][CH:9]=2)[N:4]=[CH:3][C:2]=1[CH:11]=[CH:12][C:13]([C:15]1[CH:23]=[CH:22][C:18]([C:19](O)=[O:20])=[CH:17][CH:16]=1)=[O:14].C(N(C(C)C)C(C)C)C.ClC(OCC)=O.[N-:39]=[N+:40]=[N-:41].[Na+], predict the reaction product. (2) Given the reactants [CH:1]1[C:10]2[C:5](=[CH:6][CH:7]=[CH:8][CH:9]=2)[CH:4]=[C:3]([NH:11][C:12](=[O:14])[CH3:13])[N:2]=1.[N+:15]([O-])([O-:17])=[O:16].[K+].[NH4+].[OH-], predict the reaction product. The product is: [N+:15]([C:6]1[CH:7]=[CH:8][CH:9]=[C:10]2[C:5]=1[CH:4]=[C:3]([NH:11][C:12](=[O:14])[CH3:13])[N:2]=[CH:1]2)([O-:17])=[O:16].